This data is from Catalyst prediction with 721,799 reactions and 888 catalyst types from USPTO. The task is: Predict which catalyst facilitates the given reaction. (1) Reactant: [CH3:1][O:2][C:3]1[CH:4]=[C:5]2[C:10](=[CH:11][C:12]=1[O:13][CH2:14][CH2:15][N:16](C)[C:17](C(C)(C)C)=O)[N:9]=[CH:8][N:7]([CH2:24][O:25][C:26](=[O:31])[C:27]([CH3:30])([CH3:29])[CH3:28])[C:6]2=[O:32].C1(C)C=CC=CC=1. Product: [CH3:1][O:2][C:3]1[CH:4]=[C:5]2[C:10](=[CH:11][C:12]=1[O:13][CH2:14][CH2:15][NH:16][CH3:17])[N:9]=[CH:8][N:7]([CH2:24][O:25][C:26](=[O:31])[C:27]([CH3:28])([CH3:30])[CH3:29])[C:6]2=[O:32]. The catalyst class is: 157. (2) Product: [N:1]1[CH:6]=[CH:5][C:4]([N:7]2[CH2:8][CH2:9][CH:10]([CH2:13][NH:14][C:25]([NH:24][C:19]3[CH:20]=[CH:21][CH:22]=[CH:23][C:18]=3[N+:15]([O-:17])=[O:16])=[O:26])[CH2:11][CH2:12]2)=[CH:3][CH:2]=1. Reactant: [N:1]1[CH:6]=[CH:5][C:4]([N:7]2[CH2:12][CH2:11][CH:10]([CH2:13][NH2:14])[CH2:9][CH2:8]2)=[CH:3][CH:2]=1.[N+:15]([C:18]1[CH:23]=[CH:22][CH:21]=[CH:20][C:19]=1[N:24]=[C:25]=[O:26])([O-:17])=[O:16]. The catalyst class is: 2.